The task is: Regression. Given a peptide amino acid sequence and an MHC pseudo amino acid sequence, predict their binding affinity value. This is MHC class I binding data.. This data is from Peptide-MHC class I binding affinity with 185,985 pairs from IEDB/IMGT. (1) The peptide sequence is QPRAPIRPIPT. The MHC is H-2-Ld with pseudo-sequence H-2-Ld. The binding affinity (normalized) is 0. (2) The peptide sequence is EDPAVDLL. The MHC is Mamu-B01 with pseudo-sequence Mamu-B01. The binding affinity (normalized) is 0.0440. (3) The peptide sequence is CRAPRRQGCW. The MHC is Mamu-B17 with pseudo-sequence Mamu-B17. The binding affinity (normalized) is 0.600.